The task is: Predict the reactants needed to synthesize the given product.. This data is from Full USPTO retrosynthesis dataset with 1.9M reactions from patents (1976-2016). (1) Given the product [CH3:15][C:16]1[CH:17]=[N:18][N:19]2[CH:24]=[C:23]([C:25]3[CH:30]=[CH:29][C:28]([N:31]4[CH2:32][CH2:33][N:34]([S:47]([CH3:46])(=[O:49])=[O:48])[CH2:35][CH2:36]4)=[CH:27][CH:26]=3)[N:22]=[C:21]([O:37][C@@H:38]([C@H:40]3[CH2:44][NH:43][C:42](=[O:45])[CH2:41]3)[CH3:39])[C:20]=12, predict the reactants needed to synthesize it. The reactants are: C(N(CC)CC)C.FC(F)(F)C(O)=O.[CH3:15][C:16]1[CH:17]=[N:18][N:19]2[CH:24]=[C:23]([C:25]3[CH:30]=[CH:29][C:28]([N:31]4[CH2:36][CH2:35][NH:34][CH2:33][CH2:32]4)=[CH:27][CH:26]=3)[N:22]=[C:21]([O:37][C@@H:38]([C@H:40]3[CH2:44][NH:43][C:42](=[O:45])[CH2:41]3)[CH3:39])[C:20]=12.[CH3:46][S:47](O[S:47]([CH3:46])(=[O:49])=[O:48])(=[O:49])=[O:48]. (2) Given the product [N:14]1([C:13]2[C:8]3[N:7]=[N:6][N:5]([CH2:4][CH:3]=[O:2])[C:9]=3[N:10]=[C:11]([C:20]3[CH:25]=[CH:24][C:23]([NH:26][C:27]([NH:29][C:30]4[CH:31]=[N:32][CH:33]=[CH:34][CH:35]=4)=[O:28])=[CH:22][CH:21]=3)[N:12]=2)[CH2:15][CH2:16][O:17][CH2:18][CH2:19]1, predict the reactants needed to synthesize it. The reactants are: C[O:2][CH:3](OC)[CH2:4][N:5]1[C:9]2[N:10]=[C:11]([C:20]3[CH:25]=[CH:24][C:23]([NH:26][C:27]([NH:29][C:30]4[CH:31]=[N:32][CH:33]=[CH:34][CH:35]=4)=[O:28])=[CH:22][CH:21]=3)[N:12]=[C:13]([N:14]3[CH2:19][CH2:18][O:17][CH2:16][CH2:15]3)[C:8]=2[N:7]=[N:6]1. (3) Given the product [F:23][C:17]1[CH:18]=[CH:19][C:20]([F:22])=[CH:21][C:16]=1[C:12]1([C:14]#[N:15])[CH2:11][CH2:10][C:9](=[O:24])[CH2:8][CH2:13]1, predict the reactants needed to synthesize it. The reactants are: C(OC([CH:8]1[CH2:13][C:12]([C:16]2[CH:21]=[C:20]([F:22])[CH:19]=[CH:18][C:17]=2[F:23])([C:14]#[N:15])[CH2:11][CH2:10][C:9]1=[O:24])=O)(C)(C)C.[Na+].[Cl-]. (4) Given the product [O:1]=[C:2]1[N:8]([CH:9]2[CH2:10][CH2:11][N:12]([C:15]([O:17][C@H:18]([CH2:28][C:29]3[CH:38]=[C:37]([CH3:39])[C:32]4[NH:33][C:34](=[O:36])[O:35][C:31]=4[CH:30]=3)[C:19](=[O:27])[N:20]3[CH2:21][CH2:22][CH:23]([N:44]4[CH2:49][CH2:48][S:47](=[O:50])[CH2:46][CH2:45]4)[CH2:24][CH2:25]3)=[O:16])[CH2:13][CH2:14]2)[CH2:7][CH2:6][C:5]2[CH:40]=[CH:41][CH:42]=[CH:43][C:4]=2[NH:3]1, predict the reactants needed to synthesize it. The reactants are: [O:1]=[C:2]1[N:8]([CH:9]2[CH2:14][CH2:13][N:12]([C:15]([O:17][C@H:18]([CH2:28][C:29]3[CH:38]=[C:37]([CH3:39])[C:32]4[NH:33][C:34](=[O:36])[O:35][C:31]=4[CH:30]=3)[C:19](=[O:27])[N:20]3[CH2:25][CH2:24][C:23](=O)[CH2:22][CH2:21]3)=[O:16])[CH2:11][CH2:10]2)[CH2:7][CH2:6][C:5]2[CH:40]=[CH:41][CH:42]=[CH:43][C:4]=2[NH:3]1.[NH:44]1[CH2:49][CH2:48][S:47](=[O:50])[CH2:46][CH2:45]1.CC(O)=O.C(O[BH-](OC(=O)C)OC(=O)C)(=O)C.[Na+]. (5) Given the product [Cl:1][C:2]1[N:3]=[C:4]([N:13]2[CH2:18][CH2:17][O:16][CH2:15][CH2:14]2)[C:5]2[S:10][C:9]([CH2:11][N:24]3[CH2:25][CH2:26][CH:21]([N:20]([CH3:27])[CH3:19])[CH2:22][CH2:23]3)=[CH:8][C:6]=2[N:7]=1, predict the reactants needed to synthesize it. The reactants are: [Cl:1][C:2]1[N:3]=[C:4]([N:13]2[CH2:18][CH2:17][O:16][CH2:15][CH2:14]2)[C:5]2[S:10][C:9]([CH:11]=O)=[CH:8][C:6]=2[N:7]=1.[CH3:19][N:20]([CH3:27])[CH:21]1[CH2:26][CH2:25][NH:24][CH2:23][CH2:22]1. (6) Given the product [C:24]1([CH:17]([C:18]2[CH:19]=[CH:20][CH:21]=[CH:22][CH:23]=2)[C:14]2[S:13][C:12]([C:10]([NH:9][C@@H:5]([CH2:4][CH2:3][CH2:2][NH:1][C:44](=[NH:51])[CH2:45][C:46]([O:48][CH2:49][CH3:50])=[O:47])[C:6]([OH:8])=[O:7])=[O:11])=[CH:16][CH:15]=2)[CH:29]=[CH:28][CH:27]=[CH:26][CH:25]=1.[C:30]([OH:36])([C:32]([F:35])([F:34])[F:33])=[O:31], predict the reactants needed to synthesize it. The reactants are: [NH2:1][CH2:2][CH2:3][CH2:4][C@H:5]([NH:9][C:10]([C:12]1[S:13][C:14]([CH:17]([C:24]2[CH:29]=[CH:28][CH:27]=[CH:26][CH:25]=2)[C:18]2[CH:23]=[CH:22][CH:21]=[CH:20][CH:19]=2)=[CH:15][CH:16]=1)=[O:11])[C:6]([OH:8])=[O:7].[C:30]([OH:36])([C:32]([F:35])([F:34])[F:33])=[O:31].C(O)C.Cl.C(O[C:44](=[NH:51])[CH2:45][C:46]([O:48][CH2:49][CH3:50])=[O:47])C. (7) Given the product [C:1]1([C:7]2[CH:8]=[C:9]([C:13]3[N:22]=[C:21]([NH:23][C:24]4[CH:25]=[C:26]5[C:30](=[CH:31][CH:32]=4)[NH:29][N:28]=[CH:27]5)[C:20]4[C:15](=[CH:16][C:17]([O:47][CH3:48])=[C:18]([O:36][CH2:37][CH2:38][N:39]5[CH2:45][CH2:44][CH2:43][N:42]([CH3:46])[CH2:41][CH2:40]5)[CH:19]=4)[N:14]=3)[CH:10]=[CH:11][CH:12]=2)[CH:6]=[CH:5][CH:4]=[CH:3][CH:2]=1, predict the reactants needed to synthesize it. The reactants are: [C:1]1([C:7]2[CH:8]=[C:9]([C:13]3[N:22]=[C:21]([NH:23][C:24]4[CH:25]=[C:26]5[C:30](=[CH:31][CH:32]=4)[N:29](C([O-])=O)[N:28]=[CH:27]5)[C:20]4[C:15](=[CH:16][C:17]([O:47][CH3:48])=[C:18]([O:36][CH2:37][CH2:38][N:39]5[CH2:45][CH2:44][CH2:43][N:42]([CH3:46])[CH2:41][CH2:40]5)[CH:19]=4)[N:14]=3)[CH:10]=[CH:11][CH:12]=2)[CH:6]=[CH:5][CH:4]=[CH:3][CH:2]=1.Cl. (8) Given the product [CH2:80]([O:79][C:76]1[CH:77]=[CH:78][C:73]([S:70]([N:68]2[CH2:69][CH:66]([N:53]([C:52]([O:51][C:47]([CH3:50])([CH3:49])[CH3:48])=[O:84])[CH2:54][CH:55]([OH:65])[CH2:56][O:57][C:58]3[CH:59]=[CH:60][C:61]([O:64][S:43]([C:40]4[CH:39]=[CH:38][C:37]([O:36][CH2:32][CH2:33][CH2:34][CH3:35])=[CH:42][CH:41]=4)(=[O:45])=[O:44])=[CH:62][CH:63]=3)[CH2:67]2)(=[O:72])=[O:71])=[CH:74][CH:75]=1)[CH2:81][CH2:82][CH3:83], predict the reactants needed to synthesize it. The reactants are: C(OC(=O)N(C1CNC1)C[C@H](O)COC1C=CC(O)=CC=1)(C)(C)C.C(N(CC)CC)C.[CH2:32]([O:36][C:37]1[CH:42]=[CH:41][C:40]([S:43](Cl)(=[O:45])=[O:44])=[CH:39][CH:38]=1)[CH2:33][CH2:34][CH3:35].[C:47]([O:51][C:52](=[O:84])[N:53]([CH:66]1[CH2:69][N:68]([S:70]([C:73]2[CH:78]=[CH:77][C:76]([O:79][CH2:80][CH2:81][CH2:82][CH3:83])=[CH:75][CH:74]=2)(=[O:72])=[O:71])[CH2:67]1)[CH2:54][C@H:55]([OH:65])[CH2:56][O:57][C:58]1[CH:63]=[CH:62][C:61]([OH:64])=[CH:60][CH:59]=1)([CH3:50])([CH3:49])[CH3:48].C(OC1C=CC(S(O)(=O)=O)=CC=1)CCC. (9) Given the product [C:21]1([CH2:20][C:19]2[CH:2]=[C:1]([CH2:7][CH2:11][CH2:10][OH:9])[O:17][N:18]=2)[CH:26]=[CH:25][CH:24]=[CH:23][CH:22]=1, predict the reactants needed to synthesize it. The reactants are: [C:1]1([C:7]2[CH:11]=[C:10](CCCCO)[O:9]N=2)C=CC=C[CH:2]=1.[OH:17][N:18]=[C:19](Cl)[CH2:20][C:21]1[CH:26]=[CH:25][CH:24]=[CH:23][CH:22]=1.C(O)CCC#C. (10) Given the product [CH2:16]([CH:2]1[O:1][C:19]([CH3:20])([CH3:18])[O:15][C:5]2([CH2:10][CH:9]3[C:11]([CH3:12])([CH3:13])[C:6]2([CH3:14])[CH2:7][CH2:8]3)[CH:3]1[CH3:4])[CH3:17], predict the reactants needed to synthesize it. The reactants are: [OH:1][CH:2]([CH2:16][CH3:17])[CH:3]([C:5]1([OH:15])[CH2:10][CH:9]2[C:11]([CH3:13])([CH3:12])[C:6]1([CH3:14])[CH2:7][CH2:8]2)[CH3:4].[CH3:18][C@@:19]12C(C)(C)[C@@H](C[C@@]31[C@@H](C)COC(C)(C)O3)C[CH2:20]2.